From a dataset of Serine/threonine kinase 33 screen with 319,792 compounds. Binary Classification. Given a drug SMILES string, predict its activity (active/inactive) in a high-throughput screening assay against a specified biological target. (1) The drug is S(=O)(=O)(N1CC(CCC1)C(=O)Nc1ccc(F)cc1)c1c2ncccc2ccc1. The result is 0 (inactive). (2) The drug is S1(=O)(=O)CC(N(C)C(=O)CSc2n(CC)c(nn2)c2ccccc2)CC1. The result is 0 (inactive).